From a dataset of TCR-epitope binding with 47,182 pairs between 192 epitopes and 23,139 TCRs. Binary Classification. Given a T-cell receptor sequence (or CDR3 region) and an epitope sequence, predict whether binding occurs between them. (1) The epitope is RLQSLQTYV. The TCR CDR3 sequence is CASSLVNEQFF. Result: 0 (the TCR does not bind to the epitope). (2) The epitope is RPPIFIRRL. The TCR CDR3 sequence is CASSQETSLYNEQFF. Result: 1 (the TCR binds to the epitope). (3) The epitope is KLPDDFTGCV. The TCR CDR3 sequence is CASSEDRRQETQYF. Result: 0 (the TCR does not bind to the epitope). (4) The epitope is YLDAYNMMI. The TCR CDR3 sequence is CASSLDYRGVGYGYTF. Result: 0 (the TCR does not bind to the epitope). (5) The epitope is CLGGLLTMV. The TCR CDR3 sequence is CASSQDGHGSSYNEQFF. Result: 0 (the TCR does not bind to the epitope). (6) The epitope is EILDITPCSF. The TCR CDR3 sequence is CASSPRGTYEQYF. Result: 1 (the TCR binds to the epitope). (7) The TCR CDR3 sequence is CASSSGGGGSTDTQYF. The epitope is FLNGSCGSV. Result: 1 (the TCR binds to the epitope). (8) The epitope is KLFIRQEEV. The TCR CDR3 sequence is CASSLQDRGHTEAFF. Result: 1 (the TCR binds to the epitope).